From a dataset of Retrosynthesis with 50K atom-mapped reactions and 10 reaction types from USPTO. Predict the reactants needed to synthesize the given product. (1) The reactants are: CC(C)Oc1ccc(B(O)O)cc1.CCCc1nc(C)[nH]c(=O)c1Cc1ccc(-c2ccccc2C#N)cc1. Given the product CCCc1nc(C)n(-c2ccc(OC(C)C)cc2)c(=O)c1Cc1ccc(-c2ccccc2C#N)cc1, predict the reactants needed to synthesize it. (2) Given the product NNC(=O)C(CCCCl)c1cccc(F)c1, predict the reactants needed to synthesize it. The reactants are: CC(C)(C)OC(=O)NNC(=O)C(CCCCl)c1cccc(F)c1. (3) The reactants are: Cc1ccc([N+](=O)[O-])cc1C(=O)NS(C)(=O)=O. Given the product Cc1ccc(N)cc1C(=O)NS(C)(=O)=O, predict the reactants needed to synthesize it. (4) Given the product O=C(CC(CCN1CCC(O)(c2ccccc2)CC1)c1ccc(Cl)c(Cl)c1)n1ccc2ccccc21, predict the reactants needed to synthesize it. The reactants are: O=CCC(CC(=O)n1ccc2ccccc21)c1ccc(Cl)c(Cl)c1.OC1(c2ccccc2)CCNCC1. (5) Given the product CC(C)(C(=O)c1ccc(SCCCCCCS)cc1)N1CCOCC1, predict the reactants needed to synthesize it. The reactants are: CC(C)(C(=O)c1ccc(Cl)cc1)N1CCOCC1.SCCCCCCS. (6) The reactants are: C1CCOC1.CCCCN(CCCC)c1ccc(C=O)cc1.[Li]c1ccccc1. Given the product CCCCN(CCCC)c1ccc(C=Cc2ccc(CO)cc2)cc1, predict the reactants needed to synthesize it. (7) Given the product Cc1nn(C)c(OCC(=O)C(C)(C)C)c1C(=O)c1ccc(Cl)cc1Cl, predict the reactants needed to synthesize it. The reactants are: CC(C)(C)C(=O)CBr.Cc1nn(C)c(O)c1C(=O)c1ccc(Cl)cc1Cl. (8) Given the product CCc1cc(N2CCCNCC2)cc2[s+]c3cc(N4CCOCC4)cc(C)c3nc12, predict the reactants needed to synthesize it. The reactants are: CCc1cc(N2CCCN(C(=O)OC(C)(C)C)CC2)cc2[s+]c3cc(N4CCOCC4)cc(C)c3nc12.ClCCl. (9) Given the product O=C(OCc1ccccc1)N1CCC(CNc2nccnc2Cl)CC1, predict the reactants needed to synthesize it. The reactants are: Clc1nccnc1Cl.NCC1CCN(C(=O)OCc2ccccc2)CC1.